This data is from Full USPTO retrosynthesis dataset with 1.9M reactions from patents (1976-2016). The task is: Predict the reactants needed to synthesize the given product. (1) Given the product [NH2:23][S:24]([C:27]1[CH:28]=[CH:29][C:30]([CH2:31][NH:32][C:19]([C:5]2[C:6](=[O:18])[N:7]([C:8]3[CH:13]=[CH:12][CH:11]=[C:10]([C:14]([F:17])([F:16])[F:15])[CH:9]=3)[C:2](=[O:1])[NH:3][CH:4]=2)=[O:21])=[CH:33][CH:34]=1)(=[O:25])=[O:26], predict the reactants needed to synthesize it. The reactants are: [O:1]=[C:2]1[N:7]([C:8]2[CH:13]=[CH:12][CH:11]=[C:10]([C:14]([F:17])([F:16])[F:15])[CH:9]=2)[C:6](=[O:18])[C:5]([C:19]([OH:21])=O)=[CH:4][NH:3]1.Cl.[NH2:23][S:24]([C:27]1[CH:34]=[CH:33][C:30]([CH2:31][NH2:32])=[CH:29][CH:28]=1)(=[O:26])=[O:25]. (2) Given the product [I:9][C:10]1[CH:18]=[CH:17][C:13]([C:14]([N:5]2[CH2:6][CH2:7][CH2:8][N:2]([CH3:1])[CH2:3][CH2:4]2)=[O:15])=[CH:12][CH:11]=1, predict the reactants needed to synthesize it. The reactants are: [CH3:1][N:2]1[CH2:8][CH2:7][CH2:6][NH:5][CH2:4][CH2:3]1.[I:9][C:10]1[CH:18]=[CH:17][C:13]([C:14](Cl)=[O:15])=[CH:12][CH:11]=1. (3) Given the product [N:18]1[CH:19]=[CH:20][N:21]=[CH:22][C:17]=1[NH:16][C:13](=[O:15])[CH2:12][C:5]1[C:6]2[C:11](=[CH:10][CH:9]=[CH:8][CH:7]=2)[N:2]=[CH:3][CH:4]=1, predict the reactants needed to synthesize it. The reactants are: Cl.[N:2]1[C:11]2[C:6](=[CH:7][CH:8]=[CH:9][CH:10]=2)[C:5]([CH2:12][C:13]([OH:15])=O)=[CH:4][CH:3]=1.[NH2:16][C:17]1[CH:22]=[N:21][CH:20]=[CH:19][N:18]=1.